Task: Predict the product of the given reaction.. Dataset: Forward reaction prediction with 1.9M reactions from USPTO patents (1976-2016) Given the reactants [Br:1][C:2]1[N:6]2[C:7]3[C:12]([N:13]=[C:14](Cl)[C:5]2=[N:4][CH:3]=1)=[CH:11][CH:10]=[CH:9][CH:8]=3.[CH2:16]([NH2:20])[CH:17]([CH3:19])[CH3:18].CCN(C(C)C)C(C)C.O, predict the reaction product. The product is: [Br:1][C:2]1[N:6]2[C:7]3[C:12]([N:13]=[C:14]([NH:20][CH2:16][CH:17]([CH3:19])[CH3:18])[C:5]2=[N:4][CH:3]=1)=[CH:11][CH:10]=[CH:9][CH:8]=3.